This data is from Catalyst prediction with 721,799 reactions and 888 catalyst types from USPTO. The task is: Predict which catalyst facilitates the given reaction. (1) The catalyst class is: 12. Reactant: [NH2:1][C:2](=[O:38])[C:3](=[O:37])[CH:4]([NH:12][C:13]([C:15]1[C:16]([N:21]2[CH:29]=[C:28]3[C:23]([CH2:24][N:25](C(OC(C)(C)C)=O)[CH2:26][CH2:27]3)=[N:22]2)=[N:17][CH:18]=[CH:19][CH:20]=1)=[O:14])[CH2:5][C:6]1[CH:11]=[CH:10][CH:9]=[CH:8][CH:7]=1.[ClH:39]. Product: [ClH:39].[NH2:1][C:2](=[O:38])[C:3](=[O:37])[CH:4]([NH:12][C:13](=[O:14])[C:15]1[CH:20]=[CH:19][CH:18]=[N:17][C:16]=1[N:21]1[CH:29]=[C:28]2[C:23]([CH2:24][NH:25][CH2:26][CH2:27]2)=[N:22]1)[CH2:5][C:6]1[CH:7]=[CH:8][CH:9]=[CH:10][CH:11]=1. (2) Reactant: [NH2:1][C:2]1[C:3]([C:13]([NH:15][NH:16][C:17](=O)[CH2:18][C:19]2[CH:24]=[CH:23][CH:22]=[CH:21][CH:20]=2)=[O:14])=[N:4][C:5]([Br:12])=[C:6]([C:8]([F:11])([F:10])[F:9])[CH:7]=1.S(Cl)(C1C=CC(C)=CC=1)(=O)=O. Product: [CH2:18]([C:17]1[O:14][C:13]([C:3]2[C:2]([NH2:1])=[CH:7][C:6]([C:8]([F:11])([F:10])[F:9])=[C:5]([Br:12])[N:4]=2)=[N:15][N:16]=1)[C:19]1[CH:24]=[CH:23][CH:22]=[CH:21][CH:20]=1. The catalyst class is: 22. (3) Reactant: [CH2:1]([O:3][C:4](=[O:17])[CH:5](CC)[C:6]1[CH:11]=[CH:10][C:9]([OH:12])=[C:8]([O:13][CH3:14])[CH:7]=1)[CH3:2].C([O-])([O-])=O.[K+].[K+].I[CH:25]([CH3:27])[CH3:26]. Product: [CH2:1]([O:3][C:4](=[O:17])[CH2:5][C:6]1[CH:11]=[CH:10][C:9]([O:12][CH:25]([CH3:27])[CH3:26])=[C:8]([O:13][CH3:14])[CH:7]=1)[CH3:2]. The catalyst class is: 31. (4) Product: [CH3:1][C:2]1[C:3]2[CH:4]=[C:5]([OH:35])[CH:6]=[CH:7][C:8]=2[N:9]([CH2:18][C:19]2[CH:24]=[CH:23][C:22]([O:25][CH2:26][CH2:27][N:28]3[CH2:29][CH2:30][CH2:31][CH2:32][CH2:33][CH2:34]3)=[CH:21][CH:20]=2)[C:10]=1[C:11]1[CH:12]=[CH:13][C:14]([OH:17])=[CH:15][CH:16]=1.[CH3:37][C:36]([OH:39])=[O:38]. The catalyst class is: 21. Reactant: [CH3:1][C:2]1[C:3]2[CH:4]=[C:5]([OH:35])[CH:6]=[CH:7][C:8]=2[N:9]([CH2:18][C:19]2[CH:20]=[CH:21][C:22]([O:25][CH2:26][CH2:27][N:28]3[CH2:34][CH2:33][CH2:32][CH2:31][CH2:30][CH2:29]3)=[CH:23][CH:24]=2)[C:10]=1[C:11]1[CH:12]=[CH:13][C:14]([OH:17])=[CH:15][CH:16]=1.[C:36]([OH:39])(=[O:38])[CH3:37]. (5) Reactant: [H-].[H-].[H-].[H-].[Li+].[Al+3].[CH3:7][N:8]1[CH:14]2[CH2:15][CH2:16][CH:9]1[CH2:10][NH:11][C:12](=O)[CH2:13]2.O. Product: [CH3:7][N:8]1[CH:14]2[CH2:15][CH2:16][CH:9]1[CH2:10][NH:11][CH2:12][CH2:13]2. The catalyst class is: 266. (6) Reactant: [C:1]([O:5][C:6]([N:8]1[CH2:13][CH2:12][CH:11]([CH2:14][CH2:15][CH2:16][N:17]=[N+]=[N-])[CH2:10][CH2:9]1)=[O:7])([CH3:4])([CH3:3])[CH3:2].C1(P(C2C=CC=CC=2)C2C=CC=CC=2)C=CC=CC=1. Product: [C:1]([O:5][C:6]([N:8]1[CH2:13][CH2:12][CH:11]([CH2:14][CH2:15][CH2:16][NH2:17])[CH2:10][CH2:9]1)=[O:7])([CH3:4])([CH3:3])[CH3:2]. The catalyst class is: 7. (7) Reactant: Br[C:2]1[C:3]([C:23]2[CH:28]=[CH:27][C:26]([Cl:29])=[CH:25][CH:24]=2)=[CH:4][C:5]2[N:6]([C:8]([CH2:11][C:12]3[C:13]([CH3:22])=[N:14][C:15]([C:18]([F:21])([F:20])[F:19])=[CH:16][CH:17]=3)=[N:9][N:10]=2)[CH:7]=1.[F:30][C:31]1[CH:36]=[CH:35][CH:34]=[CH:33][C:32]=1B(O)O.C([O-])([O-])=O.[K+].[K+].ClC1C=CC(C2C(C3C=CC(Cl)=CC=3Cl)=CN3C(CC4C=NC(C(F)(F)F)=CC=4)=NN=C3C=2)=CC=1. Product: [Cl:29][C:26]1[CH:27]=[CH:28][C:23]([C:3]2[C:2]([C:32]3[CH:33]=[CH:34][CH:35]=[CH:36][C:31]=3[F:30])=[CH:7][N:6]3[C:8]([CH2:11][C:12]4[C:13]([CH3:22])=[N:14][C:15]([C:18]([F:20])([F:21])[F:19])=[CH:16][CH:17]=4)=[N:9][N:10]=[C:5]3[CH:4]=2)=[CH:24][CH:25]=1. The catalyst class is: 70. (8) Reactant: [C:1]1([CH:7]=[CH:8][C:9]([NH:11][C@H:12]([C:14]2[CH:19]=[CH:18][CH:17]=[C:16]([OH:20])[CH:15]=2)[CH3:13])=[O:10])[CH:6]=[CH:5][CH:4]=[CH:3][CH:2]=1.N1C=CC=CC=1.[S:27](O[S:27]([C:30]([F:33])([F:32])[F:31])(=[O:29])=[O:28])([C:30]([F:33])([F:32])[F:31])(=[O:29])=[O:28].O. Product: [C:1]1([CH:7]=[CH:8][C:9]([NH:11][C@H:12]([C:14]2[CH:19]=[CH:18][CH:17]=[C:16]([O:20][S:27]([C:30]([F:33])([F:32])[F:31])(=[O:29])=[O:28])[CH:15]=2)[CH3:13])=[O:10])[CH:6]=[CH:5][CH:4]=[CH:3][CH:2]=1. The catalyst class is: 2.